This data is from NCI-60 drug combinations with 297,098 pairs across 59 cell lines. The task is: Regression. Given two drug SMILES strings and cell line genomic features, predict the synergy score measuring deviation from expected non-interaction effect. (1) Drug 1: CN(CC1=CN=C2C(=N1)C(=NC(=N2)N)N)C3=CC=C(C=C3)C(=O)NC(CCC(=O)O)C(=O)O. Drug 2: CC1C(C(CC(O1)OC2CC(CC3=C2C(=C4C(=C3O)C(=O)C5=C(C4=O)C(=CC=C5)OC)O)(C(=O)CO)O)N)O.Cl. Cell line: SK-OV-3. Synergy scores: CSS=32.2, Synergy_ZIP=-8.69, Synergy_Bliss=-11.7, Synergy_Loewe=-7.90, Synergy_HSA=-6.54. (2) Drug 1: CC1OCC2C(O1)C(C(C(O2)OC3C4COC(=O)C4C(C5=CC6=C(C=C35)OCO6)C7=CC(=C(C(=C7)OC)O)OC)O)O. Drug 2: CCC1(CC2CC(C3=C(CCN(C2)C1)C4=CC=CC=C4N3)(C5=C(C=C6C(=C5)C78CCN9C7C(C=CC9)(C(C(C8N6C)(C(=O)OC)O)OC(=O)C)CC)OC)C(=O)OC)O.OS(=O)(=O)O. Cell line: OVCAR-4. Synergy scores: CSS=10.3, Synergy_ZIP=-6.75, Synergy_Bliss=-1.62, Synergy_Loewe=-0.329, Synergy_HSA=-0.258. (3) Drug 1: C1=CC(=CC=C1CCC2=CNC3=C2C(=O)NC(=N3)N)C(=O)NC(CCC(=O)O)C(=O)O. Drug 2: CC1=C(C(=O)C2=C(C1=O)N3CC4C(C3(C2COC(=O)N)OC)N4)N. Cell line: U251. Synergy scores: CSS=47.4, Synergy_ZIP=-4.72, Synergy_Bliss=-4.85, Synergy_Loewe=-1.94, Synergy_HSA=2.00. (4) Drug 1: CCC1=CC2CC(C3=C(CN(C2)C1)C4=CC=CC=C4N3)(C5=C(C=C6C(=C5)C78CCN9C7C(C=CC9)(C(C(C8N6C)(C(=O)OC)O)OC(=O)C)CC)OC)C(=O)OC.C(C(C(=O)O)O)(C(=O)O)O. Drug 2: COC1=NC(=NC2=C1N=CN2C3C(C(C(O3)CO)O)O)N. Cell line: HT29. Synergy scores: CSS=37.0, Synergy_ZIP=0.286, Synergy_Bliss=4.13, Synergy_Loewe=-53.6, Synergy_HSA=2.90. (5) Drug 1: CC1=CC2C(CCC3(C2CCC3(C(=O)C)OC(=O)C)C)C4(C1=CC(=O)CC4)C. Drug 2: C(CN)CNCCSP(=O)(O)O. Cell line: HOP-92. Synergy scores: CSS=-10.3, Synergy_ZIP=4.01, Synergy_Bliss=1.48, Synergy_Loewe=-6.79, Synergy_HSA=-7.37. (6) Drug 1: COC1=NC(=NC2=C1N=CN2C3C(C(C(O3)CO)O)O)N. Drug 2: COC1=C2C(=CC3=C1OC=C3)C=CC(=O)O2. Cell line: OVCAR-4. Synergy scores: CSS=-4.73, Synergy_ZIP=1.36, Synergy_Bliss=-1.53, Synergy_Loewe=-18.2, Synergy_HSA=-5.80.